From a dataset of Peptide-MHC class II binding affinity with 134,281 pairs from IEDB. Regression. Given a peptide amino acid sequence and an MHC pseudo amino acid sequence, predict their binding affinity value. This is MHC class II binding data. (1) The peptide sequence is GAVDIINKWQVVAPQ. The binding affinity (normalized) is 0. The MHC is HLA-DQA10201-DQB10202 with pseudo-sequence HLA-DQA10201-DQB10202. (2) The peptide sequence is GELQIVDMIDAAFKI. The MHC is DRB1_0404 with pseudo-sequence DRB1_0404. The binding affinity (normalized) is 0.624. (3) The peptide sequence is EVIPTAFSIGKTYKP. The MHC is DRB1_0701 with pseudo-sequence DRB1_0701. The binding affinity (normalized) is 0.609. (4) The peptide sequence is KILTYPWDRIEEVTR. The MHC is DRB3_0301 with pseudo-sequence DRB3_0301. The binding affinity (normalized) is 0.582. (5) The peptide sequence is LFGGLNWITKVIMGA. The MHC is DRB1_1501 with pseudo-sequence DRB1_1501. The binding affinity (normalized) is 0.113. (6) The peptide sequence is FEQITFMQALQLLLE. The MHC is DRB1_0404 with pseudo-sequence DRB1_0404. The binding affinity (normalized) is 0.531. (7) The peptide sequence is DVKFPGGYQIVGGVY. The MHC is HLA-DQA10501-DQB10301 with pseudo-sequence HLA-DQA10501-DQB10301. The binding affinity (normalized) is 0.542.